Dataset: Full USPTO retrosynthesis dataset with 1.9M reactions from patents (1976-2016). Task: Predict the reactants needed to synthesize the given product. (1) Given the product [CH3:41][O:40][C:38](=[O:39])[C:37]1[CH:36]=[CH:35][C:34]([NH:33][C:14](=[O:15])[CH2:13][N:11]2[CH2:12][C@H:8]([C:4]3[CH:5]=[CH:6][CH:7]=[C:2]([Cl:1])[C:3]=3[F:32])[C@:9]([C:24]3[CH:29]=[CH:28][C:27]([Cl:30])=[CH:26][C:25]=3[F:31])([C:22]#[N:23])[C@@H:10]2[CH2:17][C:18]([CH3:20])([CH3:19])[CH3:21])=[CH:43][CH:42]=1, predict the reactants needed to synthesize it. The reactants are: [Cl:1][C:2]1[C:3]([F:32])=[C:4]([C@H:8]2[CH2:12][N:11]([CH2:13][C:14](O)=[O:15])[C@@H:10]([CH2:17][C:18]([CH3:21])([CH3:20])[CH3:19])[C@@:9]2([C:24]2[CH:29]=[CH:28][C:27]([Cl:30])=[CH:26][C:25]=2[F:31])[C:22]#[N:23])[CH:5]=[CH:6][CH:7]=1.[NH2:33][C:34]1[CH:43]=[CH:42][C:37]([C:38]([O:40][CH3:41])=[O:39])=[CH:36][CH:35]=1.CN(C(ON1N=NC2C=CC=NC1=2)=[N+](C)C)C.F[P-](F)(F)(F)(F)F.CCN(C(C)C)C(C)C. (2) Given the product [NH:28]([C:29]([NH:3][CH:4]1[CH2:5][CH2:6][N:7]([C:10]2[C:20]([Cl:21])=[CH:19][C:13]([C:14]([O:16][CH2:17][CH3:18])=[O:15])=[CH:12][N:11]=2)[CH2:8][CH2:9]1)=[O:30])[C:22]1[CH:27]=[CH:26][CH:25]=[CH:24][CH:23]=1, predict the reactants needed to synthesize it. The reactants are: Cl.Cl.[NH2:3][CH:4]1[CH2:9][CH2:8][N:7]([C:10]2[C:20]([Cl:21])=[CH:19][C:13]([C:14]([O:16][CH2:17][CH3:18])=[O:15])=[CH:12][N:11]=2)[CH2:6][CH2:5]1.[C:22]1([N:28]=[C:29]=[O:30])[CH:27]=[CH:26][CH:25]=[CH:24][CH:23]=1. (3) Given the product [Cl:11][C:10]1[C:5]([C:3]([OH:4])=[O:2])=[N:6][C:7]([Cl:14])=[C:8]([O:12][CH3:13])[N:9]=1, predict the reactants needed to synthesize it. The reactants are: C[O:2][C:3]([C:5]1[C:10]([Cl:11])=[N:9][C:8]([O:12][CH3:13])=[C:7]([Cl:14])[N:6]=1)=[O:4].[OH-].[Na+].Cl. (4) The reactants are: [CH:1]1([N:4]2[C:13]3[C:8](=[CH:9][C:10]([F:15])=[C:11](F)[CH:12]=3)[C:7](=[O:16])[C:6]([C:17]([O:19]CC)=[O:18])=[CH:5]2)[CH2:3][CH2:2]1.Cl.[OH-:23].[Na+]. Given the product [CH:1]1([N:4]2[C:13]3[C:8](=[CH:9][C:10]([F:15])=[C:11]([OH:23])[CH:12]=3)[C:7](=[O:16])[C:6]([C:17]([OH:19])=[O:18])=[CH:5]2)[CH2:3][CH2:2]1, predict the reactants needed to synthesize it. (5) Given the product [CH3:14][CH:6]([CH:7]([C:8]1[CH:9]=[CH:10][CH:11]=[CH:12][CH:13]=1)[C:15]([CH3:20])=[CH2:16])[CH:5]=[O:4], predict the reactants needed to synthesize it. The reactants are: C([O:4][CH2:5]/[C:6](/[CH3:14])=[CH:7]/[C:8]1[CH:13]=[CH:12][CH:11]=[CH:10][CH:9]=1)C=C.[CH:15]1[CH:20]=CC=C[CH:16]=1. (6) The reactants are: C(OC(=O)[NH:7][C@H:8]([C:10]1[N:14]([C:15]2[CH:20]=[CH:19][CH:18]=[CH:17][N:16]=2)[C:13]2[C:21]([CH3:26])=[C:22]([F:25])[CH:23]=[CH:24][C:12]=2[N:11]=1)[CH3:9])(C)(C)C.[ClH:28]. Given the product [ClH:28].[ClH:28].[F:25][C:22]1[CH:23]=[CH:24][C:12]2[N:11]=[C:10]([C@@H:8]([NH2:7])[CH3:9])[N:14]([C:15]3[CH:20]=[CH:19][CH:18]=[CH:17][N:16]=3)[C:13]=2[C:21]=1[CH3:26], predict the reactants needed to synthesize it. (7) The reactants are: [CH2:1]([O:3][C:4]1[CH:9]=[CH:8][CH:7]=[C:6]([O:10][CH2:11][CH3:12])[C:5]=1[CH2:13][OH:14])[CH3:2]. Given the product [CH2:11]([O:10][C:6]1[CH:7]=[CH:8][CH:9]=[C:4]([O:3][CH2:1][CH3:2])[C:5]=1[CH:13]=[O:14])[CH3:12], predict the reactants needed to synthesize it. (8) Given the product [C:8]([C:3]1[C:4]([CH3:7])=[N:5][S:6][C:2]=1[NH:1][N:10]=[O:11])#[N:9], predict the reactants needed to synthesize it. The reactants are: [NH2:1][C:2]1[S:6][N:5]=[C:4]([CH3:7])[C:3]=1[C:8]#[N:9].[N:10]([O-])=[O:11].[Na+].O. (9) Given the product [Cl:1][C:2]1[CH:7]=[CH:6][CH:5]=[CH:4][C:3]=1[C:8]1[O:12][N:11]=[CH:10][C:9]=1[C:13]([N:18]([CH2:19][CH3:20])[CH2:16][CH3:17])=[O:15], predict the reactants needed to synthesize it. The reactants are: [Cl:1][C:2]1[CH:7]=[CH:6][CH:5]=[CH:4][C:3]=1[C:8]1[O:12][N:11]=[CH:10][C:9]=1[C:13]([OH:15])=O.[CH2:16]([NH:18][CH2:19][CH3:20])[CH3:17]. (10) The reactants are: C[O:2][C:3](=[O:28])[CH2:4][C:5]1[C:6]([CH3:27])=[N:7][N:8]([CH2:11][C:12]2[CH:17]=[CH:16][C:15]([CH:18]([OH:26])[CH2:19][C:20]3[CH:25]=[CH:24][CH:23]=[CH:22][CH:21]=3)=[CH:14][CH:13]=2)[C:9]=1[CH3:10].[OH-].[Na+].O.Cl. Given the product [OH:26][CH:18]([C:15]1[CH:16]=[CH:17][C:12]([CH2:11][N:8]2[C:9]([CH3:10])=[C:5]([CH2:4][C:3]([OH:28])=[O:2])[C:6]([CH3:27])=[N:7]2)=[CH:13][CH:14]=1)[CH2:19][C:20]1[CH:21]=[CH:22][CH:23]=[CH:24][CH:25]=1, predict the reactants needed to synthesize it.